This data is from Forward reaction prediction with 1.9M reactions from USPTO patents (1976-2016). The task is: Predict the product of the given reaction. (1) Given the reactants [C:1]([OH:5])(C)([CH3:3])[CH3:2].[CH2:6]([C:8]1[CH:9]=[CH:10]C(C=C)=[N:12][CH:13]=1)[CH3:7].BrN1C(=O)CCC1=O.[OH-].[Na+], predict the reaction product. The product is: [CH2:9]([C:8]1[CH:6]=[CH:7][C:2]([CH:1]2[CH2:3][O:5]2)=[N:12][CH:13]=1)[CH3:10]. (2) Given the reactants COC1C=CC([N:9]2[C@H:12]([CH:13]=[C:14]([CH3:16])[CH3:15])[C@H:11]([O:17][C:18](=[O:20])[CH3:19])[C:10]2=[O:21])=CC=1, predict the reaction product. The product is: [C:18]([O:17][C@H:11]1[C@@H:12]([CH:13]=[C:14]([CH3:16])[CH3:15])[NH:9][C:10]1=[O:21])(=[O:20])[CH3:19]. (3) Given the reactants [CH3:1][N:2]([CH:7]=[C:8]([C:12](=[O:14])[CH3:13])[C:9](=O)[CH3:10])[N:3]=C(C)C.Cl, predict the reaction product. The product is: [CH3:1][N:2]1[CH:7]=[C:8]([C:12](=[O:14])[CH3:13])[C:9]([CH3:10])=[N:3]1. (4) Given the reactants C([C:3]1[CH:8]=[CH:7][C:6]([NH:9][CH2:10][C:11]2[CH:16]=[CH:15][CH:14]=[C:13]([S:17]([CH3:25])(=[N:19][C:20]([O:22][CH2:23][CH3:24])=[O:21])=[O:18])[CH:12]=2)=[CH:5][C:4]=1[N:26]=[CH:27][N:28](C)[CH3:29])#N.[NH2:31][C:32]1[S:33][CH:34]=[CH:35][N:36]=1.ClCCl.CO, predict the reaction product. The product is: [CH2:23]([O:22][C:20]([N:19]=[S:17]([CH3:25])([C:13]1[CH:14]=[CH:15][CH:16]=[C:11]([CH2:10][NH:9][C:6]2[CH:5]=[C:4]3[C:3]([C:29]([NH:31][C:32]4[S:33][CH:34]=[CH:35][N:36]=4)=[N:28][CH:27]=[N:26]3)=[CH:8][CH:7]=2)[CH:12]=1)=[O:18])=[O:21])[CH3:24]. (5) Given the reactants [Cl:1][C:2]1[C:3]([N:13]2[CH2:18][CH2:17][NH:16][CH2:15][CH2:14]2)=[N:4][CH:5]=[C:6]([CH:12]=1)[C:7]([O:9][CH2:10][CH3:11])=[O:8].[Cl:19][C:20]1[CH:25]=[CH:24][C:23]([CH2:26][N:27]=[C:28]=[O:29])=[CH:22][C:21]=1[Cl:30], predict the reaction product. The product is: [Cl:1][C:2]1[C:3]([N:13]2[CH2:18][CH2:17][N:16]([C:28]([NH:27][CH2:26][C:23]3[CH:24]=[CH:25][C:20]([Cl:19])=[C:21]([Cl:30])[CH:22]=3)=[O:29])[CH2:15][CH2:14]2)=[N:4][CH:5]=[C:6]([CH:12]=1)[C:7]([O:9][CH2:10][CH3:11])=[O:8]. (6) Given the reactants C([N:4]1[C:16]2[CH:15]=[CH:14][CH:13]=[CH:12][C:11]=2[C:10]2[C:5]1=[CH:6][CH:7]=[CH:8][CH:9]=2)C=C, predict the reaction product. The product is: [CH:6]1[C:5]2[NH:4][C:16]3[C:11](=[CH:12][CH:13]=[CH:14][CH:15]=3)[C:10]=2[CH:9]=[CH:8][CH:7]=1. (7) Given the reactants C(OC(=O)CN1C=C([C:11]2[CH:16]=[CH:15][C:14]([CH3:17])=[C:13]([C:18](=[O:35])[C:19]3[CH:24]=[CH:23][C:22]([NH:25][C:26]4[CH:31]=[CH:30][C:29]([F:32])=[CH:28][C:27]=4[F:33])=[CH:21][C:20]=3[Cl:34])[CH:12]=2)N=N1)C.[N:37]([C:40]1C=CC(C)=[C:44]([C:46](C2C=CC(NC3C=CC(F)=CC=3F)=CC=2Cl)=[O:47])[CH:45]=1)=[N+:38]=[N-:39].C(O)CC#C, predict the reaction product. The product is: [Cl:34][C:20]1[CH:21]=[C:22]([NH:25][C:26]2[CH:31]=[CH:30][C:29]([F:32])=[CH:28][C:27]=2[F:33])[CH:23]=[CH:24][C:19]=1[C:18]([C:13]1[CH:12]=[C:11]([N:37]2[CH:40]=[C:45]([CH2:44][CH2:46][OH:47])[N:39]=[N:38]2)[CH:16]=[CH:15][C:14]=1[CH3:17])=[O:35].